This data is from Full USPTO retrosynthesis dataset with 1.9M reactions from patents (1976-2016). The task is: Predict the reactants needed to synthesize the given product. (1) Given the product [CH:27]1([CH2:30][C:21]2([C:23]#[N:24])[CH2:20][CH:19]([O:18][CH2:17][C:16]3[CH:25]=[CH:26][C:13]([O:12][CH3:11])=[CH:14][CH:15]=3)[CH2:22]2)[CH2:29][CH2:28]1, predict the reactants needed to synthesize it. The reactants are: C[Si]([N-][Si](C)(C)C)(C)C.[K+].[CH3:11][O:12][C:13]1[CH:26]=[CH:25][C:16]([CH2:17][O:18][CH:19]2[CH2:22][CH:21]([C:23]#[N:24])[CH2:20]2)=[CH:15][CH:14]=1.[CH:27]1([CH2:30]Br)[CH2:29][CH2:28]1. (2) Given the product [Cl:1][C:2]1[CH:3]=[C:4]([CH:9]=[CH:10][C:11]=1[O:12][CH:13]1[CH2:14][CH2:15][N:16]([CH2:19][C:20]2[CH:21]=[CH:22][C:23]([O:26][CH3:27])=[CH:24][CH:25]=2)[CH2:17][CH2:18]1)[C:5]([OH:7])=[O:6], predict the reactants needed to synthesize it. The reactants are: [Cl:1][C:2]1[CH:3]=[C:4]([CH:9]=[CH:10][C:11]=1[O:12][CH:13]1[CH2:18][CH2:17][N:16]([CH2:19][C:20]2[CH:25]=[CH:24][C:23]([O:26][CH3:27])=[CH:22][CH:21]=2)[CH2:15][CH2:14]1)[C:5]([O:7]C)=[O:6].[OH-].[Na+].Cl. (3) Given the product [OH:1][CH:2]1[CH2:7][CH2:6][N:5]([C:8]([O:9][CH2:10][CH2:11][Si:12]([CH3:15])([CH3:14])[CH3:13])=[O:16])[CH2:4][CH2:3]1, predict the reactants needed to synthesize it. The reactants are: [OH:1][CH:2]1[CH2:7][CH2:6][NH:5][CH2:4][CH2:3]1.[C:8](=O)([O:16]C1C=CC([N+]([O-])=O)=CC=1)[O:9][CH2:10][CH2:11][Si:12]([CH3:15])([CH3:14])[CH3:13].C(N(CC)C(C)C)(C)C. (4) Given the product [S:17]=[C:16]1[NH:1][C:2]2=[C:3]([C:4]([O:6][CH3:7])=[O:5])[CH:8]=[CH:9][CH:10]=[C:11]2[O:12]1, predict the reactants needed to synthesize it. The reactants are: [NH2:1][C:2]1[C:11]([OH:12])=[CH:10][CH:9]=[CH:8][C:3]=1[C:4]([O:6][CH3:7])=[O:5].C(O[C:16]([S-])=[S:17])C.[K+].Cl.